From a dataset of Experimentally validated miRNA-target interactions with 360,000+ pairs, plus equal number of negative samples. Binary Classification. Given a miRNA mature sequence and a target amino acid sequence, predict their likelihood of interaction. (1) The miRNA is hsa-miR-1298-5p with sequence UUCAUUCGGCUGUCCAGAUGUA. Result: 0 (no interaction). The protein sequence of the target gene is MGGGDGAAFKRPGDGARLQRVLGLGSRREPRSLPAGGPAPRRTAPPPPGHASAGPAAMSSHIAKSESKTSLLKAAAAAASGGSRAPRHGPARDPGLPSRRLPGSCPATPQSSGDPSSRRPLCRPAPREEGARGSQRVLPQAHCRPREALPAAASRPSPSSPLPPARGRDGEERGLSPALGLRGSLRARGRGDSVPAAASEADPFLHRLRPMLSSAFGQDRSLRPEEIEELREAFREFDKDKDGYINCRDLGNCMRTMGYMPTEMELIELSQQINMNLGGHVDFDDFVELMGPKLLAETAD.... (2) The miRNA is hsa-miR-3620-3p with sequence UCACCCUGCAUCCCGCACCCAG. The protein sequence of the target gene is MAPGPFSSALLSPPPAALPFLLLLWAGASRGQPCPGRCICQNVAPTLTMLCAKTGLLFVPPAIDRRVVELRLTDNFIAAVRRRDFANMTSLVHLTLSRNTIGQVAAGAFADLRALRALHLDSNRLAEVRGDQLRGLGNLRHLILGNNQIRRVESAAFDAFLSTVEDLDLSYNNLEALPWEAVGQMVNLNTLTLDHNLIDHIAEGTFVQLHKLVRLDMTSNRLHKLPPDGLFLRSQGTGPKPPTPLTVSFGGNPLHCNCELLWLRRLTREDDLETCATPEHLTDRYFWSIPEEEFLCEPPL.... Result: 1 (interaction). (3) Result: 0 (no interaction). The protein sequence of the target gene is MAKGDPKKPKGKMSAYAFFVQTCREEHKKKNPEVPVNFAEFSKKCSERWKTMSGKEKSKFDEMAKADKVRYDREMKDYGPAKGGKKKKDPNAPKRPPSGFFLFCSEFRPKIKSANPGISIGDVAKKLGEMWNNLSDSEKQPYINKAAKLKEKYEKDVADYKSKGKFDGAKGAAKVARKKVEEEDEEDEEEEEEEEEEEDE. The miRNA is hsa-miR-132-3p with sequence UAACAGUCUACAGCCAUGGUCG. (4) The miRNA is hsa-miR-3151-5p with sequence GGUGGGGCAAUGGGAUCAGGU. The protein sequence of the target gene is MSVNISTAGKGVDPNTVDTYDSGDDWEIGVGNLIIDLDADLEKDRQKFEMNNSTTTTSSSNSKDCGGPASSGAGATAALADGLKFASVQASAPQGNSHKETSKSKVKRSKTSKDANKSLPSAALYGIPEISSTGKRQEVQGRPGEATGMNSALGQSVSSGGSGNPNSNSTSTSTSAATAGAGSCGKSKEEKPGKSQSSRGAKRDKDAGKSRKDKHDLLQGHQNGSGSQAPSGGHLYGFGAKSNGGGASPFHCGGTGSGSVAAAGEVSKSAPDSGLMGNSMLVKKEEEEEESHRRIKKLKT.... Result: 0 (no interaction). (5) The miRNA is hsa-miR-6778-3p with sequence UGCCUCCCUGACAUUCCACAG. The protein sequence of the target gene is MAATYRLVVSTVNHYSSVVIDRRFEQAIHYCTGTCHTFTHGIDCIVVHHSVCADLLHIPVSQFKDADLNSMFLPHENGLSSAEGDYPQQAFTGIPRVKRGSTFQNTYNLKDIAGEAISFASGKIKEFSFEKLKNSNHAAYRKGRKVKSDSFNRRSVDLDLLCGHYNNDGNAPSFGLLRSSSVEEKPLSHRNSLDTNLTSMFLQNFSEEDLVTQILEKHKIDNFSSGTDIKMCLDILLKCSEDLKKCTDIIKQCIKKKSGSSISEGSGNDTISSSETVYMNVMTRLASYLKKLPFEFMQSG.... Result: 1 (interaction). (6) The miRNA is mmu-miR-5106 with sequence AGGUCUGUAGCUCAGUUGGCAGA. The protein sequence of the target gene is MDCCTESACSKPDDDILDIPLDDPGANAAAAKIQASFRGHMARKKIKSGECGRKGPGPGGPGGAGGARGGAGGGPSGD. Result: 0 (no interaction). (7) Result: 0 (no interaction). The protein sequence of the target gene is MWSLTASEGESTTAHFFLGAGDEGLGTRGIGMRPEESDSELLEDEEDEVPPEPQIIVGICAMTKKSKSKPMTQILERLCRFDYLTVVILGEDVILNEPVENWPSCHCLISFHSKGFPLDKAVAYSKLRNPFLINDLAMQYYIQDRREVYRILQEEGIDLPRYAVLNRDPARPEECNLIEGEDQVEVNGAVFPKPFVEKPVSAEDHNVYIYYPSSAGGGSQRLFRKIGSRSSVYSPESSVRKTGSYIYEEFMPTDGTDVKVYTVGPDYAHAEARKSPALDGKVERDSEGKEIRYPVMLTAM.... The miRNA is hsa-miR-6513-3p with sequence UCAAGUGUCAUCUGUCCCUAG. (8) The miRNA is hsa-miR-577 with sequence UAGAUAAAAUAUUGGUACCUG. The protein sequence of the target gene is MVLSGSFRNDGLKASDVLPILKEKVAFVSGGRDKRGGPILTFPARSNHDRIRQEDLRKLVTYLASVPSEDVCKRGFTVIIDMRGSKWDLIKPLLKTLQEAFPAEIHVALIIKPDNFWQKQKTNFGSSKFIFETSMVSVEGLTKLVDPSQLTEEFDGSLDYNHEEWIELRLSLEEFFNSAVHLLSRLEDLQEMLARKEFPVDVEGSRRLIDEHTQLKKKVLKAPVEELDREGQRLLQCIRCSDGFSGRNCIPGSADFQSLVPKITSLLDKLHSTRQHLHQMWHVRKLKLDQCFQLRLFEQD.... Result: 0 (no interaction). (9) The miRNA is hsa-miR-3620-3p with sequence UCACCCUGCAUCCCGCACCCAG. The protein sequence of the target gene is MELDHMTTGGLHAYPAPRGGPAAKPNVILQIGKCRAEMLEHVRRTHRHLLTEVSKQVERELKGLHRSVGKLENNLDGYVPTGDSQRWKKSIKACLCRCQETIANLERWVKREMHVWREVFYRLERWADRLESMGGKYPVGSEPARHTVSVGVGGPEPYCQEADGYDYTVSPYAITPPPAAGELPEQESVEAQQYQSWGPGEDGQPSPGVDTQIFEDPREFLSHLEEYLRQVGGSEEYWLSQIQNHMNGPAKKWWEFKQGSVKNWVEFKKEFLQYSEGTLSREAIQRELELPQKQGEPLDQ.... Result: 0 (no interaction).